Dataset: Forward reaction prediction with 1.9M reactions from USPTO patents (1976-2016). Task: Predict the product of the given reaction. The product is: [N+:1]([C:4]1[CH:12]=[C:11]2[C:7]([C:8]([C:18]#[N:17])=[CH:9][NH:10]2)=[CH:6][CH:5]=1)([O-:3])=[O:2]. Given the reactants [N+:1]([C:4]1[CH:12]=[C:11]2[C:7]([CH:8]=[CH:9][NH:10]2)=[CH:6][CH:5]=1)([O-:3])=[O:2].ClS([N:17]=[C:18]=O)(=O)=O.C(N(CC)CC)C, predict the reaction product.